This data is from Reaction yield outcomes from USPTO patents with 853,638 reactions. The task is: Predict the reaction yield, written as a fraction of the theoretical maximum amount of product (1.0 means a 100% yield; for example, 0.34 means a 34% yield). (1) The reactants are Br[C:2]1[CH:3]=[CH:4][C:5]([CH3:8])=[N:6][CH:7]=1.[CH2:9](C([Sn])=C(CCCC)CCCC)[CH2:10]CC. The catalyst is CN(C=O)C.C1COCC1.O.C1C=CC([P]([Pd]([P](C2C=CC=CC=2)(C2C=CC=CC=2)C2C=CC=CC=2)([P](C2C=CC=CC=2)(C2C=CC=CC=2)C2C=CC=CC=2)[P](C2C=CC=CC=2)(C2C=CC=CC=2)C2C=CC=CC=2)(C2C=CC=CC=2)C2C=CC=CC=2)=CC=1. The product is [CH3:8][C:5]1[CH:4]=[CH:3][C:2]([CH:9]=[CH2:10])=[CH:7][N:6]=1. The yield is 0.470. (2) The reactants are [CH3:1][N:2]([CH3:30])[C:3]([C:5]1[C:18]([CH2:19][CH2:20][C:21](=[O:28])[C:22]2[CH:27]=[CH:26][CH:25]=[CH:24][CH:23]=2)=[C:17]([OH:29])[C:8]2[N:9]=[C:10]([C:13]([F:16])([F:15])[F:14])[N:11]([CH3:12])[C:7]=2[CH:6]=1)=[O:4].[BH4-].[Na+].[Cl-].[NH4+].O. The catalyst is C(O)C. The product is [CH3:30][N:2]([CH3:1])[C:3]([C:5]1[C:18]([CH2:19][CH2:20][CH:21]([OH:28])[C:22]2[CH:23]=[CH:24][CH:25]=[CH:26][CH:27]=2)=[C:17]([OH:29])[C:8]2[N:9]=[C:10]([C:13]([F:16])([F:14])[F:15])[N:11]([CH3:12])[C:7]=2[CH:6]=1)=[O:4]. The yield is 0.980. (3) The reactants are Cl.[NH2:2][C:3]1[CH:8]=[CH:7][C:6]([N:9]2[C:18](=[O:19])[C:17]3[C:12](=[CH:13][C:14](F)=[C:15]([F:20])[CH:16]=3)[NH:11][C:10]2=[O:22])=[CH:5][CH:4]=1.[CH3:23][NH2:24]. The catalyst is CS(C)=O. The product is [NH2:2][C:3]1[CH:8]=[CH:7][C:6]([N:9]2[C:18](=[O:19])[C:17]3[C:12](=[CH:13][C:14]([NH:24][CH3:23])=[C:15]([F:20])[CH:16]=3)[NH:11][C:10]2=[O:22])=[CH:5][CH:4]=1. The yield is 0.765. (4) The reactants are C(O[B:5]1[O:9][C:8]([CH3:11])([CH3:10])[C:7]([CH3:13])([CH3:12])[O:6]1)(C)C.C([Li])CCC.[F:19][C:20]1[CH:21]=[C:22]([CH:27]2[CH2:32][CH2:31][O:30][CH2:29][CH2:28]2)[CH:23]=[C:24]([F:26])[CH:25]=1. No catalyst specified. The product is [F:26][C:24]1[CH:23]=[C:22]([CH:27]2[CH2:32][CH2:31][O:30][CH2:29][CH2:28]2)[CH:21]=[C:20]([F:19])[C:25]=1[B:5]1[O:6][C:7]([CH3:12])([CH3:13])[C:8]([CH3:10])([CH3:11])[O:9]1. The yield is 1.00.